This data is from Forward reaction prediction with 1.9M reactions from USPTO patents (1976-2016). The task is: Predict the product of the given reaction. Given the reactants [CH3:1][C:2]1[CH:7]=[C:6]([OH:8])[C:5]([CH3:9])=[CH:4][C:3]=1[C:10]1[CH2:15][CH:14]([C:16]2[CH:21]=[C:20]([CH3:22])[C:19]([OH:23])=[CH:18][C:17]=2[CH3:24])[CH2:13][CH2:12][CH:11]=1.CC(C1C=CC=CC=1)=C, predict the reaction product. The product is: [CH3:24][C:17]1[CH:18]=[C:19]([OH:23])[C:20]([CH3:22])=[CH:21][C:16]=1[C:14]1[CH:13]=[CH:12][CH:11]=[C:10]([C:3]2[CH:4]=[C:5]([CH3:9])[C:6]([OH:8])=[CH:7][C:2]=2[CH3:1])[CH:15]=1.